From a dataset of Reaction yield outcomes from USPTO patents with 853,638 reactions. Predict the reaction yield, written as a fraction of the theoretical maximum amount of product (1.0 means a 100% yield; for example, 0.34 means a 34% yield). (1) The product is [CH3:15][O:11][C:10]([C:9]1[CH:13]=[CH:14][C:6](=[O:5])[NH:7][CH:8]=1)=[O:12]. The yield is 0.680. No catalyst specified. The reactants are S(Cl)(Cl)=O.[OH:5][C:6]1[CH:14]=[CH:13][C:9]([C:10]([OH:12])=[O:11])=[CH:8][N:7]=1.[CH3:15]O. (2) The reactants are C[O:2][C:3]([C:5]1([C:9]2[CH:14]=[CH:13][C:12]([NH:15][C:16]3[N:21]=[C:20]([NH:22][C@@H:23]([C:26]4[CH:31]=[CH:30][CH:29]=[CH:28][CH:27]=4)[CH2:24][OH:25])[CH:19]=[C:18]([C:32]4[CH:37]=[CH:36][CH:35]=[CH:34][CH:33]=4)[N:17]=3)=[CH:11][CH:10]=2)[CH2:8][CH2:7][CH2:6]1)=[O:4].[OH-].[Na+]. No catalyst specified. The product is [OH:25][CH2:24][C@@H:23]([NH:22][C:20]1[CH:19]=[C:18]([C:32]2[CH:37]=[CH:36][CH:35]=[CH:34][CH:33]=2)[N:17]=[C:16]([NH:15][C:12]2[CH:11]=[CH:10][C:9]([C:5]3([C:3]([OH:4])=[O:2])[CH2:8][CH2:7][CH2:6]3)=[CH:14][CH:13]=2)[N:21]=1)[C:26]1[CH:31]=[CH:30][CH:29]=[CH:28][CH:27]=1. The yield is 0.837. (3) The reactants are [F:1][C:2]([F:24])([F:23])[S:3][C:4]1[CH:9]=[CH:8][C:7]([C:10]#[C:11][C:12]2[CH:17]=[CH:16][C:15]([S:18][C:19]([F:22])([F:21])[F:20])=[CH:14][CH:13]=2)=[CH:6][CH:5]=1. The yield is 1.00. The catalyst is [Pd].CCCCCC. The product is [F:21][C:19]([F:20])([F:22])[S:18][C:15]1[CH:14]=[CH:13][C:12]([CH2:11][CH2:10][C:7]2[CH:8]=[CH:9][C:4]([S:3][C:2]([F:24])([F:23])[F:1])=[CH:5][CH:6]=2)=[CH:17][CH:16]=1. (4) The reactants are [NH2:1][C@H:2]1[CH2:7][CH2:6][N:5]([C:8]([O:10][C:11]([CH3:14])([CH3:13])[CH3:12])=[O:9])[CH2:4][C@H:3]1[O:15][CH2:16][CH3:17].[Cl:18][C:19]1[N:20]=[C:21]([C:25](O)=[O:26])[NH:22][C:23]=1[CH3:24].CCN=C=NCCCN(C)C.Cl. The catalyst is CN(C1C=CN=CC=1)C. The product is [Cl:18][C:19]1[N:20]=[C:21]([C:25]([NH:1][C@H:2]2[CH2:7][CH2:6][N:5]([C:8]([O:10][C:11]([CH3:12])([CH3:13])[CH3:14])=[O:9])[CH2:4][C@H:3]2[O:15][CH2:16][CH3:17])=[O:26])[NH:22][C:23]=1[CH3:24]. The yield is 0.430. (5) The reactants are [CH3:1][O:2][C:3]1[CH:4]=[C:5]2[C:10](=[CH:11][C:12]=1[O:13][CH3:14])[N:9]=[CH:8][CH:7]=[C:6]2[O:15][C:16]1[CH:22]=[CH:21][C:19]([NH2:20])=[CH:18][CH:17]=1.C1(C)C=CC=CC=1.C(N(CC)CC)C.ClC(Cl)(O[C:41](=[O:47])[O:42][C:43](Cl)(Cl)Cl)Cl.[CH3:49][O:50][C:51]1[CH:61]=[CH:60][C:54]([O:55][CH2:56][CH2:57]CO)=[CH:53][CH:52]=1. The catalyst is C(Cl)Cl. The product is [CH3:1][O:2][C:3]1[CH:4]=[C:5]2[C:10](=[CH:11][C:12]=1[O:13][CH3:14])[N:9]=[CH:8][CH:7]=[C:6]2[O:15][C:16]1[CH:22]=[CH:21][C:19]([NH:20][C:41](=[O:47])[O:42][CH2:43][CH2:57][CH2:56][O:55][C:54]2[CH:60]=[CH:61][C:51]([O:50][CH3:49])=[CH:52][CH:53]=2)=[CH:18][CH:17]=1. The yield is 0.800. (6) The reactants are [C:12]([O:11][C:9](O[C:9]([O:11][C:12]([CH3:15])([CH3:14])[CH3:13])=[O:10])=[O:10])([CH3:15])([CH3:14])[CH3:13].[NH2:16][CH2:17][CH2:18][C:19]1[CH:25]=[CH:24][C:22]([NH2:23])=[CH:21][CH:20]=1. No catalyst specified. The product is [C:12]([O:11][C:9](=[O:10])[NH:16][CH2:17][CH2:18][C:19]1[CH:25]=[CH:24][C:22]([NH2:23])=[CH:21][CH:20]=1)([CH3:13])([CH3:14])[CH3:15]. The yield is 0.980. (7) The yield is 0.950. The product is [O:17]=[C:8]1[N:7]([NH:18][S:19]([CH3:22])(=[O:20])=[O:21])[C:6](=[O:23])[C:5]2[C:10](=[CH:11][C:12]([C:13]([F:15])([F:16])[F:14])=[C:3]([CH2:2][N:1]3[CH:26]=[CH:30][CH:29]=[CH:28]3)[CH:4]=2)[NH:9]1. The reactants are [NH2:1][CH2:2][C:3]1[CH:4]=[C:5]2[C:10](=[CH:11][C:12]=1[C:13]([F:16])([F:15])[F:14])[NH:9][C:8](=[O:17])[N:7]([NH:18][S:19]([CH3:22])(=[O:21])=[O:20])[C:6]2=[O:23].CO[CH:26]1[CH2:30][CH2:29][CH:28](OC)O1. The catalyst is CC(O)=O. (8) The reactants are [Cl:1][C:2]1[CH:3]=[CH:4][CH:5]=[C:6]2[C:10]=1[NH:9][CH:8]=[CH:7]2.[Al](Cl)(CC)CC.[C:17](Cl)([CH3:19])=[O:18].C([O-])([O-])=O.[Cs+].[Cs+].[Cl:27][CH2:28][CH2:29][CH2:30]I. The catalyst is C(Cl)Cl.CC#N. The product is [Cl:1][C:2]1[CH:3]=[CH:4][CH:5]=[C:6]2[C:10]=1[N:9]([CH2:30][CH2:29][CH2:28][Cl:27])[CH:8]=[C:7]2[C:17](=[O:18])[CH3:19]. The yield is 0.790.